From a dataset of Peptide-MHC class I binding affinity with 185,985 pairs from IEDB/IMGT. Regression. Given a peptide amino acid sequence and an MHC pseudo amino acid sequence, predict their binding affinity value. This is MHC class I binding data. (1) The binding affinity (normalized) is 0.290. The peptide sequence is STTASAKVDM. The MHC is Mamu-A01 with pseudo-sequence Mamu-A01. (2) The peptide sequence is TPGPGIRYPL. The MHC is HLA-B18:01 with pseudo-sequence HLA-B18:01. The binding affinity (normalized) is 0. (3) The peptide sequence is QIIEQLIKK. The MHC is HLA-B08:01 with pseudo-sequence HLA-B08:01. The binding affinity (normalized) is 0. (4) The peptide sequence is AEMVAKYDL. The MHC is HLA-A02:19 with pseudo-sequence HLA-A02:19. The binding affinity (normalized) is 0.0847. (5) The peptide sequence is EAVRHFPRI. The MHC is HLA-B07:02 with pseudo-sequence HLA-B07:02. The binding affinity (normalized) is 0.